Dataset: CYP2C19 inhibition data for predicting drug metabolism from PubChem BioAssay. Task: Regression/Classification. Given a drug SMILES string, predict its absorption, distribution, metabolism, or excretion properties. Task type varies by dataset: regression for continuous measurements (e.g., permeability, clearance, half-life) or binary classification for categorical outcomes (e.g., BBB penetration, CYP inhibition). Dataset: cyp2c19_veith. (1) The molecule is O=C(O/N=C\c1ccc(N2CCCCC2)c([N+](=O)[O-])c1)c1cccc(Cl)c1. The result is 1 (inhibitor). (2) The drug is CCc1cc2c(nc1CC)CCN(CC/C(C)=N/OC[C@@H](C)[C@H](OCc1ccccc1)C(C)C)C2. The result is 0 (non-inhibitor). (3) The molecule is O=C(CSc1nc2ccccc2o1)NC(=O)NCc1ccccc1. The result is 1 (inhibitor). (4) The compound is COc1ccc(S(=O)(=O)N2CCC(NC(=O)Nc3ccc(C)cc3)CC2)cc1. The result is 1 (inhibitor). (5) The molecule is C[C@H](OP(=O)(O)O)[C@H](N)C(=O)O. The result is 0 (non-inhibitor). (6) The molecule is CC(C)n1cnc2c(C(=O)N[C@H]3CN4CCC3CC4)cc(Cl)cc21. The result is 1 (inhibitor).